From a dataset of Forward reaction prediction with 1.9M reactions from USPTO patents (1976-2016). Predict the product of the given reaction. (1) Given the reactants Cl.[CH3:2][O:3][C:4]1[CH:5]=[C:6]([CH:11]=[CH:12][C:13]=1[NH:14][C:15]([C:17]1[S:18][CH:19]=[CH:20][CH:21]=1)=[NH:16])[C:7]([O:9][CH3:10])=[O:8].[O-:22]Cl.[Na+:24], predict the reaction product. The product is: [C:7]([O-:9])([OH:22])=[O:8].[Na+:24].[CH3:2][O:3][C:4]1[C:13]2[NH:14][C:15]([C:17]3[S:18][CH:19]=[CH:20][CH:21]=3)=[N:16][C:12]=2[CH:11]=[C:6]([C:7]([O:9][CH3:10])=[O:8])[CH:5]=1. (2) Given the reactants CS(O[C:6]([C:15]1[CH:20]=[C:19]([CH3:21])[C:18]([NH:22][C:23]([C:25]2[CH:30]=[CH:29][CH:28]=[C:27]([N+:31]([O-:33])=[O:32])[CH:26]=2)=[O:24])=[C:17]([CH2:34][CH3:35])[CH:16]=1)([C:11]([F:14])([F:13])[F:12])[C:7]([F:10])([F:9])[F:8])(=O)=O.[F:36][C:37]([F:44])([F:43])[C:38]1[CH:39]=[N:40][NH:41][CH:42]=1.C(=O)([O-])[O-].[K+].[K+].[Cl-].[NH4+], predict the reaction product. The product is: [CH2:34]([C:17]1[CH:16]=[C:15]([C:6]([N:40]2[CH:39]=[C:38]([C:37]([F:44])([F:43])[F:36])[CH:42]=[N:41]2)([C:11]([F:14])([F:13])[F:12])[C:7]([F:10])([F:9])[F:8])[CH:20]=[C:19]([CH3:21])[C:18]=1[NH:22][C:23](=[O:24])[C:25]1[CH:30]=[CH:29][CH:28]=[C:27]([N+:31]([O-:33])=[O:32])[CH:26]=1)[CH3:35]. (3) Given the reactants [N+:1]([C:4]1[CH:9]=[CH:8][C:7]([CH2:10][OH:11])=[CH:6][CH:5]=1)([O-:3])=[O:2].C(N(CC)CC)C.[CH3:19][S:20](Cl)(=[O:22])=[O:21], predict the reaction product. The product is: [CH3:19][S:20]([O:11][CH2:10][C:7]1[CH:6]=[CH:5][C:4]([N+:1]([O-:3])=[O:2])=[CH:9][CH:8]=1)(=[O:22])=[O:21]. (4) Given the reactants [NH2:1][C:2]1[CH:10]=[C:9]2[C:5]([C:6]([CH3:16])([CH3:15])[C:7](=[O:14])[N:8]2[CH:11]2[CH2:13][CH2:12]2)=[CH:4][C:3]=1[F:17].[CH3:18][C:19]1[CH:20]=[C:21]([CH:25]=[CH:26][N:27]=1)[C:22](O)=[O:23], predict the reaction product. The product is: [CH:11]1([N:8]2[C:9]3[C:5](=[CH:4][C:3]([F:17])=[C:2]([NH:1][C:22](=[O:23])[C:21]4[CH:25]=[CH:26][N:27]=[C:19]([CH3:18])[CH:20]=4)[CH:10]=3)[C:6]([CH3:15])([CH3:16])[C:7]2=[O:14])[CH2:13][CH2:12]1. (5) The product is: [CH3:1][O:2][C:3](=[O:19])[CH:4]([NH:8][C:9](=[O:18])[C:10]1[C:11]([Cl:17])=[CH:12][CH:13]=[CH:14][C:15]=1[Cl:16])[CH2:5]/[CH:6]=[CH:7]/[C:21]1[CH:26]=[CH:25][C:24]([N:27]([CH2:34][C:35]2[CH:36]=[CH:37][C:38]([O:41][C:42](=[O:44])[CH3:43])=[CH:39][CH:40]=2)[C:28]2[N:29]=[CH:30][CH:31]=[CH:32][N:33]=2)=[CH:23][CH:22]=1. Given the reactants [CH3:1][O:2][C:3](=[O:19])[CH:4]([NH:8][C:9](=[O:18])[C:10]1[C:15]([Cl:16])=[CH:14][CH:13]=[CH:12][C:11]=1[Cl:17])[CH2:5][CH:6]=[CH2:7].I[C:21]1[CH:26]=[CH:25][C:24]([N:27]([CH2:34][C:35]2[CH:40]=[CH:39][C:38]([O:41][C:42](=[O:44])[CH3:43])=[CH:37][CH:36]=2)[C:28]2[N:33]=[CH:32][CH:31]=[CH:30][N:29]=2)=[CH:23][CH:22]=1, predict the reaction product.